From a dataset of TCR-epitope binding with 47,182 pairs between 192 epitopes and 23,139 TCRs. Binary Classification. Given a T-cell receptor sequence (or CDR3 region) and an epitope sequence, predict whether binding occurs between them. (1) The epitope is KLSYGIATV. The TCR CDR3 sequence is CASSLDGLAISTDTQYF. Result: 1 (the TCR binds to the epitope). (2) The epitope is EPLPQGQLTAY. The TCR CDR3 sequence is CASSLELSYEQYF. Result: 0 (the TCR does not bind to the epitope). (3) The epitope is KLPDDFTGCV. Result: 1 (the TCR binds to the epitope). The TCR CDR3 sequence is CASSQADRVYNEQFF. (4) The epitope is EEHVQIHTI. The TCR CDR3 sequence is CASSRLGTGGDTEAFF. Result: 1 (the TCR binds to the epitope). (5) The epitope is SSTFNVPMEKLK. The TCR CDR3 sequence is CASSLVVRALQETQYF. Result: 0 (the TCR does not bind to the epitope). (6) The epitope is AIMTRCLAV. The TCR CDR3 sequence is CAIRPDRGLSEPQHF. Result: 0 (the TCR does not bind to the epitope). (7) Result: 1 (the TCR binds to the epitope). The epitope is LLWNGPMAV. The TCR CDR3 sequence is CASSSTQGAAYGYTF.